Dataset: Peptide-MHC class I binding affinity with 185,985 pairs from IEDB/IMGT. Task: Regression. Given a peptide amino acid sequence and an MHC pseudo amino acid sequence, predict their binding affinity value. This is MHC class I binding data. (1) The peptide sequence is TYGPVFMCL. The MHC is HLA-A31:01 with pseudo-sequence HLA-A31:01. The binding affinity (normalized) is 0.208. (2) The peptide sequence is ASEELMDKY. The MHC is HLA-B08:01 with pseudo-sequence HLA-B08:01. The binding affinity (normalized) is 0.0847. (3) The peptide sequence is KTQEPPQVA. The MHC is HLA-A69:01 with pseudo-sequence HLA-A69:01. The binding affinity (normalized) is 0.0847. (4) The peptide sequence is LRFFLQRLYF. The MHC is Mamu-B17 with pseudo-sequence Mamu-B17. The binding affinity (normalized) is 0.400. (5) The peptide sequence is GETYGRLL. The MHC is Mamu-A11 with pseudo-sequence Mamu-A11. The binding affinity (normalized) is 0.809.